This data is from Full USPTO retrosynthesis dataset with 1.9M reactions from patents (1976-2016). The task is: Predict the reactants needed to synthesize the given product. (1) Given the product [CH2:38]([N:8]1[CH2:9][CH2:10][CH:11]([CH:14]2[C:27]3[CH:26]=[CH:25][CH:24]=[C:23]([OH:28])[C:22]=3[O:21][C:20]3[C:15]2=[CH:16][CH:17]=[C:18]([C:29]2[CH:30]=[N:31][CH:32]=[CH:33][CH:34]=2)[CH:19]=3)[CH2:12][CH2:13]1)[CH:37]=[CH2:36].[C:1]([OH:7])([C:3]([F:6])([F:5])[F:4])=[O:2], predict the reactants needed to synthesize it. The reactants are: [C:1]([OH:7])([C:3]([F:6])([F:5])[F:4])=[O:2].[NH:8]1[CH2:13][CH2:12][CH:11]([CH:14]2[C:27]3[CH:26]=[CH:25][CH:24]=[C:23]([OH:28])[C:22]=3[O:21][C:20]3[C:15]2=[CH:16][CH:17]=[C:18]([C:29]2[CH:30]=[N:31][CH:32]=[CH:33][CH:34]=2)[CH:19]=3)[CH2:10][CH2:9]1.N1CC[CH:38](C2C3C=CC(C4C=CC=CC=4NC(=O)C)=CC=3OC3C2=CC=CC=3)[CH2:37][CH2:36]1. (2) Given the product [CH3:16][CH:17]1[C:26](=[N:15][CH2:8][C:9]2[CH:14]=[CH:13][CH:12]=[CH:11][CH:10]=2)[CH2:25][CH2:24][C:19]2([O:20][CH2:21][CH2:22][O:23]2)[CH2:18]1, predict the reactants needed to synthesize it. The reactants are: CCN(CC)CC.[CH2:8]([NH2:15])[C:9]1[CH:14]=[CH:13][CH:12]=[CH:11][CH:10]=1.[CH3:16][CH:17]1[C:26](=O)[CH2:25][CH2:24][C:19]2([O:23][CH2:22][CH2:21][O:20]2)[CH2:18]1.CC(OC)(C)C. (3) Given the product [CH2:1]([O:8][C:9]1[CH:10]=[C:11]2[C:16](=[CH:17][C:18]=1[O:19][CH3:20])[CH:15](/[CH:21]=[CH:22]/[C:23]1[CH:28]=[C:27]([O:29][CH2:30][C:31]3[CH:32]=[CH:33][CH:34]=[CH:35][CH:36]=3)[C:26]([O:37][CH3:38])=[CH:25][C:24]=1[CH3:39])[N:14]([C:40]([O:42][C:43]([CH3:46])([CH3:45])[CH3:44])=[O:41])[CH2:13][CH2:12]2)[C:2]1[CH:7]=[CH:6][CH:5]=[CH:4][CH:3]=1, predict the reactants needed to synthesize it. The reactants are: [CH2:1]([O:8][C:9]1[CH:10]=[C:11]2[C:16](=[CH:17][C:18]=1[O:19][CH3:20])[CH:15](/[CH:21]=[CH:22]/[C:23]1[CH:28]=[C:27]([O:29][CH2:30][C:31]3[CH:36]=[CH:35][CH:34]=[CH:33][CH:32]=3)[C:26]([O:37][CH3:38])=[CH:25][C:24]=1[CH3:39])[NH:14][CH2:13][CH2:12]2)[C:2]1[CH:7]=[CH:6][CH:5]=[CH:4][CH:3]=1.[C:40](O[C:40]([O:42][C:43]([CH3:46])([CH3:45])[CH3:44])=[O:41])([O:42][C:43]([CH3:46])([CH3:45])[CH3:44])=[O:41]. (4) Given the product [O:1]=[C:2]1[O:8][C@H:7]([C@H:9]([CH2:11][OH:12])[OH:10])[C:5]([OH:6])=[C:3]1[OH:4].[CH2:47]([OH:56])[CH:48]([O:51][P:52]([OH:55])([OH:54])=[O:53])[CH2:49][OH:50], predict the reactants needed to synthesize it. The reactants are: [O:1]=[CH:2][C@@H:3]([C@H:5]([C@@H:7]([C@@H:9]([CH2:11][OH:12])[OH:10])[OH:8])[OH:6])[OH:4].NC(OCC)=O.C[C@H]1[C@](O)(C(CO)=O)[C@]2(C)[C@H]([C@H]3[C@](F)([C@@H](O)C2)[C@]2(C)C(=CC(C=C2)=O)CC3)C1.[CH2:47]([OH:56])[CH:48]([O:51][P:52]([OH:55])([OH:54])=[O:53])[CH2:49][OH:50].O=C1O[C@H]([C@H](CO)O)C(O)=C1O. (5) Given the product [NH2:44][C:45]1[N:53]=[C:52]2[C:48]([N:49]=[CH:50][N:51]2[C@@H:10]2[O:32][C@H:31]([CH2:33][O:34][C:35](=[O:42])[C:36]3[CH:41]=[CH:40][CH:39]=[CH:38][CH:37]=3)[C@@H:21]([O:22][C:23](=[O:30])[C:24]3[CH:29]=[CH:28][CH:27]=[CH:26][CH:25]=3)[C@@:11]2([CH3:43])[O:12][C:13](=[O:20])[C:14]2[CH:15]=[CH:16][CH:17]=[CH:18][CH:19]=2)=[C:47]([Cl:54])[N:46]=1, predict the reactants needed to synthesize it. The reactants are: C(O[CH:10]1[O:32][C@H:31]([CH2:33][O:34][C:35](=[O:42])[C:36]2[CH:41]=[CH:40][CH:39]=[CH:38][CH:37]=2)[C@@H:21]([O:22][C:23](=[O:30])[C:24]2[CH:29]=[CH:28][CH:27]=[CH:26][CH:25]=2)[C@@:11]1([CH3:43])[O:12][C:13](=[O:20])[C:14]1[CH:19]=[CH:18][CH:17]=[CH:16][CH:15]=1)(=O)C1C=CC=CC=1.[NH2:44][C:45]1[N:53]=[C:52]2[C:48]([NH:49][CH:50]=[N:51]2)=[C:47]([Cl:54])[N:46]=1.N12CCCC=C1CCCCN2.FC(F)(F)S(OC[Si](C)(C)C)(=O)=O. (6) Given the product [NH2:1][C:2]1[N:7]=[C:6]2[N:8]([CH3:22])[N:9]=[C:10]([C:11]3[CH:12]=[C:13]([CH:17]=[CH:18][C:19]=3[O:20][CH3:21])[C:14]([NH:38][CH:33]([CH3:34])[CH3:32])=[O:16])[C:5]2=[CH:4][N:3]=1, predict the reactants needed to synthesize it. The reactants are: [NH2:1][C:2]1[N:7]=[C:6]2[N:8]([CH3:22])[N:9]=[C:10]([C:11]3[CH:12]=[C:13]([CH:17]=[CH:18][C:19]=3[O:20][CH3:21])[C:14]([OH:16])=O)[C:5]2=[CH:4][N:3]=1.CN(C(ON1N=[N:38][C:33]2[CH:34]=CC=N[C:32]1=2)=[N+](C)C)C.F[P-](F)(F)(F)(F)F.CN1CCOCC1.C(N)(C)C. (7) Given the product [CH3:39][O:38][C:27]1[CH:28]=[C:29]([N:32]2[CH2:37][CH2:36][O:35][CH2:34][CH2:33]2)[CH:30]=[CH:31][C:26]=1[NH:25][C:22]1[N:23]=[CH:24][C:19]2[CH:18]=[CH:17][C:16](=[O:40])[N:15]([C:11]3[CH:10]=[C:9]([NH:8][C:50](=[O:53])[CH:51]=[CH2:52])[CH:14]=[CH:13][CH:12]=3)[C:20]=2[N:21]=1, predict the reactants needed to synthesize it. The reactants are: FC(F)(F)C(O)=O.[NH2:8][C:9]1[CH:10]=[C:11]([N:15]2[C:20]3[N:21]=[C:22]([NH:25][C:26]4[CH:31]=[CH:30][C:29]([N:32]5[CH2:37][CH2:36][O:35][CH2:34][CH2:33]5)=[CH:28][C:27]=4[O:38][CH3:39])[N:23]=[CH:24][C:19]=3[CH:18]=[CH:17][C:16]2=[O:40])[CH:12]=[CH:13][CH:14]=1.CCN(C(C)C)C(C)C.[C:50](Cl)(=[O:53])[CH:51]=[CH2:52].C([O-])(O)=O.[Na+].